Dataset: Forward reaction prediction with 1.9M reactions from USPTO patents (1976-2016). Task: Predict the product of the given reaction. Given the reactants [F:1][C:2]([F:10])([F:9])[CH:3]([CH3:8])[CH2:4][C:5](O)=[O:6].CCCP1(OP(CCC)(=O)OP(CCC)(=O)O1)=O.Cl.[F:30][C:31]1[CH:36]=[CH:35][CH:34]=[CH:33][C:32]=1[CH:37]1[O:41][N:40]=[C:39]([C:42]2[N:43]=[C:44]([CH:47]3[CH2:52][CH2:51][NH:50][CH2:49][CH2:48]3)[S:45][CH:46]=2)[CH2:38]1.C(N(CC)CC)C, predict the reaction product. The product is: [F:30][C:31]1[CH:36]=[CH:35][CH:34]=[CH:33][C:32]=1[CH:37]1[O:41][N:40]=[C:39]([C:42]2[N:43]=[C:44]([CH:47]3[CH2:52][CH2:51][N:50]([C:5](=[O:6])[CH2:4][CH:3]([CH3:8])[C:2]([F:10])([F:9])[F:1])[CH2:49][CH2:48]3)[S:45][CH:46]=2)[CH2:38]1.